The task is: Predict the product of the given reaction.. This data is from Forward reaction prediction with 1.9M reactions from USPTO patents (1976-2016). Given the reactants CC1(C)[O:6][C@H:5]([CH2:7][N:8]2[CH:12]=[CH:11][C:10]([NH:13][C:14](=[O:37])[C@@H:15]([N:20]3[CH2:24][C:23]([O:25][C:26]4[C:35]5[C:30](=[CH:31][CH:32]=[CH:33][CH:34]=5)[CH:29]=[CH:28][CH:27]=4)=[CH:22][C:21]3=[O:36])[CH2:16][CH:17]([CH3:19])[CH3:18])=[N:9]2)[CH2:4][O:3]1.O.C1(C)C=CC(S(O)(=O)=O)=CC=1, predict the reaction product. The product is: [OH:6][C@@H:5]([CH2:4][OH:3])[CH2:7][N:8]1[CH:12]=[CH:11][C:10]([NH:13][C:14](=[O:37])[C@@H:15]([N:20]2[CH2:24][C:23]([O:25][C:26]3[C:35]4[C:30](=[CH:31][CH:32]=[CH:33][CH:34]=4)[CH:29]=[CH:28][CH:27]=3)=[CH:22][C:21]2=[O:36])[CH2:16][CH:17]([CH3:19])[CH3:18])=[N:9]1.